This data is from Reaction yield outcomes from USPTO patents with 853,638 reactions. The task is: Predict the reaction yield, written as a fraction of the theoretical maximum amount of product (1.0 means a 100% yield; for example, 0.34 means a 34% yield). The reactants are Br[C:2]1[CH:7]=[CH:6][C:5]([C:8]2[C:12]3[CH2:13][C:14]4[S:15][CH:16]=[CH:17][C:18]=4[C:11]=3[N:10]([CH2:19][O:20][CH2:21][CH2:22][Si:23]([CH3:26])([CH3:25])[CH3:24])[N:9]=2)=[CH:4][CH:3]=1.[C:27]([C:29]1[CH:34]=[CH:33][C:32](B(O)O)=[CH:31][CH:30]=1)#[N:28].C([O-])([O-])=O.[Na+].[Na+]. The catalyst is C1(C)C=CC=CC=1.C(O)C.Cl[Pd](Cl)([P](C1C=CC=CC=1)(C1C=CC=CC=1)C1C=CC=CC=1)[P](C1C=CC=CC=1)(C1C=CC=CC=1)C1C=CC=CC=1. The product is [CH3:24][Si:23]([CH3:26])([CH3:25])[CH2:22][CH2:21][O:20][CH2:19][N:10]1[C:11]2[C:18]3[CH:17]=[CH:16][S:15][C:14]=3[CH2:13][C:12]=2[C:8]([C:5]2[CH:6]=[CH:7][C:2]([C:32]3[CH:33]=[CH:34][C:29]([C:27]#[N:28])=[CH:30][CH:31]=3)=[CH:3][CH:4]=2)=[N:9]1. The yield is 0.500.